Task: Predict the reactants needed to synthesize the given product.. Dataset: Full USPTO retrosynthesis dataset with 1.9M reactions from patents (1976-2016) (1) Given the product [CH2:1](/[N:8]=[CH:9]/[CH2:10][CH3:11])[C:2]1[CH:7]=[CH:6][CH:5]=[CH:4][CH:3]=1, predict the reactants needed to synthesize it. The reactants are: [CH2:1]([NH2:8])[C:2]1[CH:7]=[CH:6][CH:5]=[CH:4][CH:3]=1.[CH:9](=O)[CH2:10][CH3:11].[OH-].[K+]. (2) Given the product [NH2:3][C@@H:4]([CH2:13][CH2:14][CH2:15][N:16]1[C:24]([S:25][C:26]2[C:34]([I:35])=[CH:33][C:29]3[O:30][CH2:31][O:32][C:28]=3[CH:27]=2)=[N:23][C:22]2[C:17]1=[N:18][CH:19]=[N:20][C:21]=2[NH2:36])[C:5]([OH:7])=[O:6], predict the reactants needed to synthesize it. The reactants are: [OH-].[Li+].[NH2:3][C@@H:4]([CH2:13][CH2:14][CH2:15][N:16]1[C:24]([S:25][C:26]2[C:34]([I:35])=[CH:33][C:29]3[O:30][CH2:31][O:32][C:28]=3[CH:27]=2)=[N:23][C:22]2[C:17]1=[N:18][CH:19]=[N:20][C:21]=2[NH2:36])[C:5]([O:7]C1CCCC1)=[O:6].O. (3) Given the product [CH3:1][O:2][C:3]1[CH:8]=[CH:7][CH:6]=[CH:5][C:4]=1[N:9]1[CH2:14][CH2:13][N:12]([CH2:29][CH:30]([OH:44])[CH2:31][CH2:32][N:33]2[C:41](=[O:42])[C:40]3[C:35](=[CH:36][CH:37]=[CH:38][CH:39]=3)[C:34]2=[O:43])[CH2:11][CH2:10]1, predict the reactants needed to synthesize it. The reactants are: [CH3:1][O:2][C:3]1[CH:8]=[CH:7][CH:6]=[CH:5][C:4]=1[N:9]1[CH2:14][CH2:13][NH:12][CH2:11][CH2:10]1.ClC1C(Cl)=CC=CC=1N1CCN([CH2:29][CH:30]([OH:44])[CH2:31][CH2:32][N:33]2[C:41](=[O:42])[C:40]3[C:35](=[CH:36][CH:37]=[CH:38][CH:39]=3)[C:34]2=[O:43])CC1. (4) Given the product [Cl:1][C:2]1[CH:7]=[CH:6][C:5]([CH:8]([C:25]2[CH:26]=[CH:27][C:22]([OH:21])=[CH:23][CH:24]=2)[CH2:9][C:10]([C:12]2[CH:13]=[CH:14][C:15](=[O:19])[N:16]([CH3:18])[CH:17]=2)=[O:11])=[C:4]([CH3:20])[CH:3]=1, predict the reactants needed to synthesize it. The reactants are: [Cl:1][C:2]1[CH:7]=[CH:6][C:5](/[CH:8]=[CH:9]/[C:10]([C:12]2[CH:13]=[CH:14][C:15](=[O:19])[N:16]([CH3:18])[CH:17]=2)=[O:11])=[C:4]([CH3:20])[CH:3]=1.[OH:21][C:22]1[CH:27]=[CH:26][C:25](B(O)O)=[CH:24][CH:23]=1.C(=O)([O-])O.[Na+].